Dataset: Forward reaction prediction with 1.9M reactions from USPTO patents (1976-2016). Task: Predict the product of the given reaction. (1) Given the reactants Br[CH2:2][C:3]([C:5]1[CH:10]=[CH:9][C:8]([NH:11][S:12]([CH3:15])(=[O:14])=[O:13])=[CH:7][C:6]=1Cl)=O.[CH2:17]([C:20]1[CH:25]=[C:24]([C:26](=[S:28])[NH2:27])[CH:23]=[CH:22][N:21]=1)[CH2:18][CH3:19].[CH2:29]([OH:31])C, predict the reaction product. The product is: [CH3:29][O:31][C:9]1[CH:10]=[C:5]([C:3]2[N:27]=[C:26]([C:24]3[CH:23]=[CH:22][N:21]=[C:20]([CH2:17][CH2:18][CH3:19])[CH:25]=3)[S:28][CH:2]=2)[CH:6]=[CH:7][C:8]=1[NH:11][S:12]([CH3:15])(=[O:14])=[O:13]. (2) Given the reactants Cl.[C:2]([O:6][C:7](=[O:13])[CH:8]1[CH2:12][CH2:11][CH2:10][NH:9]1)([CH3:5])([CH3:4])[CH3:3].CCN(CC)CC.[Cl:21][C:22]1[C:31]2[C:26](=[CH:27][CH:28]=[C:29]([C:32](Cl)=[O:33])[CH:30]=2)[C:25]([Cl:35])=[CH:24][N:23]=1, predict the reaction product. The product is: [C:2]([O:6][C:7](=[O:13])[CH:8]1[CH2:12][CH2:11][CH2:10][N:9]1[C:32]([C:29]1[CH:30]=[C:31]2[C:26]([C:25]([Cl:35])=[CH:24][N:23]=[C:22]2[Cl:21])=[CH:27][CH:28]=1)=[O:33])([CH3:5])([CH3:3])[CH3:4]. (3) Given the reactants Cl.[NH2:2][C:3]1[CH:8]=[CH:7][C:6]([OH:9])=[C:5]([Cl:10])[CH:4]=1.Br.[CH3:12][N:13]1[C:18]2[CH:19]=[C:20]([OH:23])[CH:21]=[CH:22][C:17]=2[O:16][CH2:15][CH2:14]1.[OH:24]O, predict the reaction product. The product is: [Cl:10][C:5]1[CH:4]=[C:3]([NH:2][C:21]2[C:20](=[O:23])[CH:19]=[C:18]([N:13]([CH2:14][CH2:15][OH:24])[CH3:12])[C:17](=[O:16])[CH:22]=2)[CH:8]=[CH:7][C:6]=1[OH:9].